From a dataset of Experimentally validated miRNA-target interactions with 360,000+ pairs, plus equal number of negative samples. Binary Classification. Given a miRNA mature sequence and a target amino acid sequence, predict their likelihood of interaction. (1) Result: 0 (no interaction). The protein sequence of the target gene is MPIAMGLETACELECAALGALLREPREAERTLLLDCRPFLAFCRSHVRAARPVPWNALLRRRARGTPAAALACLLPDRALRARLGRGELARAVVLDESSASVAELPPDGPAHLLLAALQHEMRGGPTTVCFLRGGFKSFQTYCPDLCSEAPAQALPPAGAENSNSDPRVPIYDQGGPVEILPYLYLGSCNHSSDLQGLQACGITAVLNVSASCPNHFEGLFHYKSIPVEDNQMVEISAWFQEAISFIDSVKNSGGRVLVHCQAGISRSATICLAYLIQSHRVRLDEAFDFVKQRRGVISP.... The miRNA is hsa-miR-4328 with sequence CCAGUUUUCCCAGGAUU. (2) The miRNA is mmu-miR-9-5p with sequence UCUUUGGUUAUCUAGCUGUAUGA. The protein sequence of the target gene is MAASWRLHCNQPLLRYLLGFSSRRSLGLAQGAAAWPVDRGASWRWFHSTQLLQADPIKVLMPSLSPTMEQGNIVKWLRKEGEAVSAGDSLCEIETDKAVVTLDANDDGILAKIVVEEGAKNIQLGSLIALMVEEGEDWKQVEIPKDVSAPPPVSKPPAPTQPSPQPQIPCPARKEHKGTARFRLSPAARNILEKHSLDASQGTATGPRGIFTKEDALKLVELKQMGKITESRPASAPPPSLSASVPPQATAGPSYPRPMTPPVSIPGQPNAAGTFTEIPASNIRRVIAKRLTESKSTVPH.... Result: 1 (interaction). (3) The miRNA is mmu-miR-669b-3p with sequence CAUAUACAUACACACAAACAUAU. The protein sequence of the target gene is MEREGIWHSTLGETWEPNNWLEGQQDSHLSQVGVTHKETFTEMRVCGGNEFERCSSQDSILDTQQSIPMVKRPHNCNSHGEDATQNSELIKTQRMFVGKKIYECNQCSKTFSQSSSLLKHQRIHTGEKPYKCNVCGKHFIERSSLTVHQRIHTGEKPYKCNECGKAFSQSMNLTVHQRTHTGEKPYQCKECGKAFHKNSSLIQHERIHTGEKPYKCNECGKAFTQSMNLTVHQRTHTGEKPYECNECGKAFSQSMHLIVHQRSHTGEKPYECSQCGKAFSKSSTLTLHQRNHTGEKPYKC.... Result: 0 (no interaction). (4) The miRNA is cgr-miR-30a-5p with sequence UGUAAACAUCCUCGACUGGAAGC. The protein sequence of the target gene is MADPIMDLFDDPNLFGLDSLTDDSFNQVTQDPIEEALGLPSSLDSLDQMNQDGGGGDVGNSSASDLVPPPEETASTELPKESTAPAPESLTLHDYTTQPTSQEQPAQPVLQTSTPTAGLLQVSKSQEILSQGNPFMGVSATGVSPSNTGGQPSQSAPKIVILKAPPNSSVTGTHVAQIQAQGITSTAQPLVAGTANGGKVTFTKVLTGTPLRPGVSIVSGNTVLATKVPGNQAAVQRIVQPSRPVKQLVLQPVKGSAPAGNPGAAGPPLKPAVTLTSTPTQGESKRITLVLQQPQSGGPQ.... Result: 0 (no interaction). (5) The miRNA is hsa-miR-125b-5p with sequence UCCCUGAGACCCUAACUUGUGA. The protein sequence of the target gene is MDNLSDTLKKLKITAVDKTEDSLEGCLDCLLQALAQNNTETSEKIQASGILQLFASLLTPQSSCKAKVANIIAEVAKNEFMRIPCVDAGLISPLVQLLNSKDQEVLLQTGRALGNICYDSHEGRSAVDQAGGAQIVIDHLRSLCSITDPANEKLLTVFCGMLMNYSNENDSLQAQLINMGVIPTLVKLLGIHCQNAALTEMCLVAFGNLAELESSKEQFASTNIAEELVKLFKKQIEHDKREMIFEVLAPLAENDAIKLQLVEAGLVECLLEIVQQKVDSDKEDDITELKTGSDLMVLLL.... Result: 0 (no interaction). (6) Result: 1 (interaction). The protein sequence of the target gene is MGTPRIQHLLILLVLGASLLTSGLELYCQKGLSMTVEADPANMFNWTTEEVETCDKGALCQETILIIKAGTETAILATKGCIPEGEEAITIVQHSSPPGLIVTSYSNYCEDSFCNDKDSLSQFWEFSETTASTVSTTLHCPTCVALGTCFSAPSLPCPNGTTRCYQGKLEITGGGIESSVEVKGCTAMIGCRLMSGILAVGPMFVREACPHQLLTQPRKTENGATCLPIPVWGLQLLLPLLLPSFIHFS. The miRNA is hsa-miR-335-5p with sequence UCAAGAGCAAUAACGAAAAAUGU. (7) The miRNA is mmu-miR-6951-3p with sequence CUUUUUUCUUCACAAAUACAG. The protein sequence of the target gene is MDRAALRAAAMGEKKEGGGGGAAADGGAGAAVSRALQQCGQLQKLIDISIGSLRGLRTKCSVSNDLTQQEIRTLEAKLVKYICKQQQSKLSVTPSDRTAELNSYPRFSDWLYIFNVRPEVVQEIPQELTLDALLEMDEAKAKEMLRRWGASTEECSRLQQALTCLRKVTGLGGEHKMDSGWSSTDARDSSLGPPMDMLSSLGRAGASTQGPRSISVSALPASDSPVPGLSEGLSDSCIPLHTSGRLTPRALHSFITPPTTPQLRRHAKLKPPRTPPPPSRKVFQLLPSFPTLTRSKSHES.... Result: 0 (no interaction). (8) The miRNA is hsa-miR-4685-5p with sequence CCCAGGGCUUGGAGUGGGGCAAGGUU. The protein sequence of the target gene is MSVGCPEPEPPRSLTCCGPGTAPGPGAGVPLLTEDMQALTLRTLAASDVTKHYELVRELGKGTYGKVDLVVYKGTGTKMALKFVNKSKTKLKNFLREVSITNSLSSSPFIIKVFDVVFETEDCYVFAQEYAPAGDLFDIIPPQVGLPEDTVKRCVQQLGLALDFMHGRQLVHRDIKPENVLLFDRECRRVKLADFGMTRRVGCRVKRVSGTIPYTAPEVCQAGRADGLAVDTGVDVWAFGVLIFCVLTGNFPWEAASGADAFFEEFVRWQRGRLPGLPSQWRRFTEPALRMFQRLLALEP.... Result: 1 (interaction). (9) The miRNA is hsa-miR-4750-3p with sequence CCUGACCCACCCCCUCCCGCAG. The protein sequence of the target gene is MAPQQTGSRKRKASEVEQGAGTSSLPGRAAAAAGTGQADGPLLLAKRPRRPVARRSLVHYLKGRALGADGHPGVAGFEGDLRSYGVLRLPELLRERQLTLGPLNKVFASQWLNARQVVCGTKCNTLFVVDVQTGRITRIPLMRDRGPGQTRAQPTCGIHAIQLNPSKTLLATGGENPNSLAVYQLPTLDPVCLGDRQGHRDWIFAIAWMSDTVAVSGSRDGTVALWRVDSDMFNGSIPWHNNSGIPRYSHIRPRDMEAIPRATTNPGNRKVRALAFSGRNQELGAVSLDGYFHLWKARSS.... Result: 0 (no interaction). (10) The miRNA is mmu-miR-1258-5p with sequence UGCUGAGCUAAUUCCCUAACUG. The protein sequence of the target gene is MGHLPTGIHGARRLLPLLWLFVLFKNATAFHVTVQDDNNIVVSLEASDVISPASVYVVKITGESKNYFFEFEEFNSTLPPPVIFKASYHGLYYIITLVVVNGNVVTKPSRSITVLTKPLPVTSVSIYDYKPSPETGVLFEIHYPEKYNVFTRVNISYWEGKDFRTMLYKDFFKGKTVFNHWLPGMCYSNITFQLVSEATFNKSTLVEYSGVSHEPKQHRTAPYPPQNISVRIVNLNKNNWEEQSGNFPEESFMRSQDTIGKEKLFHFTEETPEIPSGNISSGWPDFNSSDYETTSQPYWW.... Result: 0 (no interaction).